Predict the reaction yield, written as a fraction of the theoretical maximum amount of product (1.0 means a 100% yield; for example, 0.34 means a 34% yield). From a dataset of Reaction yield outcomes from USPTO patents with 853,638 reactions. (1) The reactants are [Cl:1][C:2]1[CH:3]=[C:4]2[C:8](=[CH:9][CH:10]=1)[NH:7][CH:6]=[C:5]2[CH2:11][CH2:12][NH:13][C:14]([C:16]1[CH:20]=[C:19]([NH:21]C(=O)OC(C)(C)C)[O:18][N:17]=1)=[O:15].FC(F)(F)C(O)=O. The catalyst is ClCCl. The yield is 0.690. The product is [NH2:21][C:19]1[O:18][N:17]=[C:16]([C:14]([NH:13][CH2:12][CH2:11][C:5]2[C:4]3[C:8](=[CH:9][CH:10]=[C:2]([Cl:1])[CH:3]=3)[NH:7][CH:6]=2)=[O:15])[CH:20]=1. (2) The reactants are C1COCC1.[CH3:6][O:7][C:8]1[CH:9]=[C:10]([CH:12]=[C:13]([C:15]([F:18])([F:17])[F:16])[CH:14]=1)[NH2:11].C(=O)([O-])[O-].[K+].[K+].Cl[C:26]([O:28][C:29]1[CH:34]=[CH:33][CH:32]=[CH:31][CH:30]=1)=[O:27]. The catalyst is CN(C)C1C=CN=CC=1.CCOC(C)=O. The product is [CH3:6][O:7][C:8]1[CH:9]=[C:10]([NH:11][C:26](=[O:27])[O:28][C:29]2[CH:34]=[CH:33][CH:32]=[CH:31][CH:30]=2)[CH:12]=[C:13]([C:15]([F:16])([F:17])[F:18])[CH:14]=1. The yield is 0.570.